This data is from Reaction yield outcomes from USPTO patents with 853,638 reactions. The task is: Predict the reaction yield, written as a fraction of the theoretical maximum amount of product (1.0 means a 100% yield; for example, 0.34 means a 34% yield). (1) The reactants are [Br:1][C:2]1[CH:3]=[CH:4][C:5]([OH:8])=[N:6][CH:7]=1.I[CH:10]([CH3:12])[CH3:11].C([O-])([O-])=O.[K+].[K+]. The catalyst is CN(C=O)C.O. The product is [Br:1][C:2]1[CH:3]=[CH:4][C:5](=[O:8])[N:6]([CH:10]([CH3:12])[CH3:11])[CH:7]=1. The yield is 0.310. (2) The reactants are Cl[C:2]1[CH:7]=[CH:6][N:5]2[N:8]=[CH:9][C:10]([C:11]#[C:12][CH2:13][OH:14])=[C:4]2[N:3]=1.[F:15][C:16]1[CH:21]=[C:20]([F:22])[CH:19]=[CH:18][C:17]=1[S:23]([NH:26][C:27]1[C:28]([O:42][CH3:43])=[N:29][CH:30]=[C:31](B2OC(C)(C)C(C)(C)O2)[CH:32]=1)(=[O:25])=[O:24].C(Cl)Cl.C([O-])([O-])=O.[Na+].[Na+]. The catalyst is COCCOC.O.C1C=CC(P(C2C=CC=CC=2)[C-]2C=CC=C2)=CC=1.C1C=CC(P(C2C=CC=CC=2)[C-]2C=CC=C2)=CC=1.Cl[Pd]Cl.[Fe+2]. The product is [F:15][C:16]1[CH:21]=[C:20]([F:22])[CH:19]=[CH:18][C:17]=1[S:23]([NH:26][C:27]1[C:28]([O:42][CH3:43])=[N:29][CH:30]=[C:31]([C:2]2[CH:7]=[CH:6][N:5]3[N:8]=[CH:9][C:10]([C:11]#[C:12][CH2:13][OH:14])=[C:4]3[N:3]=2)[CH:32]=1)(=[O:25])=[O:24]. The yield is 0.170. (3) The reactants are [CH:1]1([CH2:6][C@@H:7]([C:20]([NH:22][NH:23][C:24]2[C:29]([F:30])=[C:28]([N:31]3[CH2:40][CH2:39][N:38]4[C@H:33]([CH2:34][O:35][CH2:36][CH2:37]4)[CH2:32]3)[N:27]=[C:26]([CH3:41])[N:25]=2)=[O:21])[CH2:8][N:9]([O:12]CC2C=CC=CC=2)[CH:10]=[O:11])[CH2:5][CH2:4][CH2:3][CH2:2]1. The catalyst is CO.[Pd]. The product is [CH:1]1([CH2:6][C@@H:7]([C:20]([NH:22][NH:23][C:24]2[C:29]([F:30])=[C:28]([N:31]3[CH2:40][CH2:39][N:38]4[C@H:33]([CH2:34][O:35][CH2:36][CH2:37]4)[CH2:32]3)[N:27]=[C:26]([CH3:41])[N:25]=2)=[O:21])[CH2:8][N:9]([OH:12])[CH:10]=[O:11])[CH2:5][CH2:4][CH2:3][CH2:2]1. The yield is 0.830. (4) The reactants are [Cl:1][C:2]1[N:3]=[N:4][C:5]([Cl:17])=[CH:6][C:7]=1[N:8]1[CH2:13][CH2:12][N:11]([CH2:14][CH2:15][OH:16])[CH2:10][CH2:9]1.[CH2:18]([O:20][C:21](=[O:29])[C:22]1[CH:27]=[CH:26][C:25](O)=NC=1)C.[C:30]1(P(C2C=CC=CC=2)C2C=CC=CC=2)[CH:35]=CC=C[CH:31]=1.N(C(OCC)=O)=NC(OCC)=O. The catalyst is O1CCCC1. The product is [CH3:18][O:20][C:21](=[O:29])[CH2:22][C:27]1[CH:26]=[CH:25][C:35]([O:16][CH2:15][CH2:14][N:11]2[CH2:10][CH2:9][N:8]([C:7]3[CH:6]=[C:5]([Cl:17])[N:4]=[N:3][C:2]=3[Cl:1])[CH2:13][CH2:12]2)=[CH:30][CH:31]=1. The yield is 0.423. (5) The reactants are [C:1]([O:5][C:6]([N:8]1[C@@H:12]([CH2:13][CH2:14][C:15]2[CH:16]=[N:17][C:18](Cl)=[CH:19][CH:20]=2)[CH2:11][O:10][C:9]1([CH3:23])[CH3:22])=[O:7])([CH3:4])([CH3:3])[CH3:2].[Cl:24][C:25]1[CH:26]=[N:27][C:28]([NH2:31])=[N:29][CH:30]=1.C(=O)([O-])[O-].[Cs+].[Cs+]. The catalyst is O1CCOCC1. The product is [C:1]([O:5][C:6]([N:8]1[C@@H:12]([CH2:13][CH2:14][C:15]2[CH:16]=[N:17][C:18]([NH:31][C:28]3[N:29]=[CH:30][C:25]([Cl:24])=[CH:26][N:27]=3)=[CH:19][CH:20]=2)[CH2:11][O:10][C:9]1([CH3:23])[CH3:22])=[O:7])([CH3:4])([CH3:3])[CH3:2]. The yield is 0.350. (6) The reactants are Cl.[OH:2][C:3]1[CH:4]=[C:5]([CH:9]=[CH:10][CH:11]=1)[CH2:6][CH2:7][NH2:8].[C:12]([O:16][CH2:17][CH3:18])(=[O:15])[CH:13]=O.C(N(CC)CC)C.[CH3:26][C:27]([O:30][C:31](O[C:31]([O:30][C:27]([CH3:29])([CH3:28])[CH3:26])=[O:32])=[O:32])([CH3:29])[CH3:28]. The catalyst is C(O)C. The product is [OH:2][C:3]1[CH:4]=[C:5]2[C:9](=[CH:10][CH:11]=1)[CH:13]([C:12]([O:16][CH2:17][CH3:18])=[O:15])[N:8]([C:31]([O:30][C:27]([CH3:29])([CH3:28])[CH3:26])=[O:32])[CH2:7][CH2:6]2. The yield is 0.780. (7) The reactants are [O:1]=[C:2]1[C:7]2[NH:8][C:9]3[CH:10]=[CH:11][CH:12]=[CH:13][C:14]=3[C:6]=2[N:5]=[C:4]([S:15][CH2:16][C:17]([O:19][C:20]([CH3:23])([CH3:22])[CH3:21])=[O:18])[N:3]1[C:24]1[CH:29]=[CH:28][CH:27]=[CH:26][CH:25]=1.[H-].[Na+].I[CH2:33][CH2:34][CH3:35]. The catalyst is CN(C=O)C. The product is [O:1]=[C:2]1[C:7]2[N:8]([CH2:33][CH2:34][CH3:35])[C:9]3[CH:10]=[CH:11][CH:12]=[CH:13][C:14]=3[C:6]=2[N:5]=[C:4]([S:15][CH2:16][C:17]([O:19][C:20]([CH3:22])([CH3:23])[CH3:21])=[O:18])[N:3]1[C:24]1[CH:29]=[CH:28][CH:27]=[CH:26][CH:25]=1. The yield is 0.610. (8) The reactants are [CH3:1][O:2][C:3](=[O:28])[CH2:4][CH2:5][CH2:6][CH2:7][CH2:8][CH2:9][N:10]1[C:15](=[O:16])[CH2:14][CH2:13][CH2:12][CH:11]1/[CH:17]=[CH:18]/[CH:19]([OH:27])[CH2:20][C:21]1[CH:26]=[CH:25][CH:24]=[CH:23][CH:22]=1.[H][H]. The catalyst is [Pd].CO. The product is [CH3:1][O:2][C:3](=[O:28])[CH2:4][CH2:5][CH2:6][CH2:7][CH2:8][CH2:9][N:10]1[C:15](=[O:16])[CH2:14][CH2:13][CH2:12][CH:11]1[CH2:17][CH2:18][CH:19]([OH:27])[CH2:20][C:21]1[CH:26]=[CH:25][CH:24]=[CH:23][CH:22]=1. The yield is 0.650.